Dataset: Reaction yield outcomes from USPTO patents with 853,638 reactions. Task: Predict the reaction yield, written as a fraction of the theoretical maximum amount of product (1.0 means a 100% yield; for example, 0.34 means a 34% yield). (1) The reactants are C([O:4][C@@H:5]1[C@@H:9]2[O:10][Si:11]([CH:25]([CH3:27])[CH3:26])([CH:22]([CH3:24])[CH3:23])[O:12][Si:13]([CH:19]([CH3:21])[CH3:20])([CH:16]([CH3:18])[CH3:17])[O:14][CH2:15][C@H:8]2[O:7][C@H:6]1[N:28]1[C:32]2[N:33]=[CH:34][N:35]=[C:36]([NH2:37])[C:31]=2[C:30]([C:38](=[NH:40])[NH2:39])=[CH:29]1)(=O)C. The catalyst is N.CO. The product is [NH2:37][C:36]1[C:31]2[C:30]([C:38](=[NH:39])[NH2:40])=[CH:29][N:28]([C@@H:6]3[O:7][C@H:8]4[C@@H:9]([O:10][Si:11]([CH:22]([CH3:24])[CH3:23])([CH:25]([CH3:27])[CH3:26])[O:12][Si:13]([CH:19]([CH3:20])[CH3:21])([CH:16]([CH3:17])[CH3:18])[O:14][CH2:15]4)[C@H:5]3[OH:4])[C:32]=2[N:33]=[CH:34][N:35]=1. The yield is 0.560. (2) The reactants are [O:1]1[C:5]2[CH:6]=[CH:7][C:8]([C:10]3([C:13]([NH:15][C:16]4[CH:17]=[C:18]5[C:22](=[CH:23][CH:24]=4)[NH:21][C:20]([C:25]([O:27]CC)=[O:26])=[CH:19]5)=[O:14])[CH2:12][CH2:11]3)=[CH:9][C:4]=2[O:3][CH2:2]1.[Li+].[OH-].Cl. The catalyst is O.O1CCOCC1. The product is [O:1]1[C:5]2[CH:6]=[CH:7][C:8]([C:10]3([C:13]([NH:15][C:16]4[CH:17]=[C:18]5[C:22](=[CH:23][CH:24]=4)[NH:21][C:20]([C:25]([OH:27])=[O:26])=[CH:19]5)=[O:14])[CH2:12][CH2:11]3)=[CH:9][C:4]=2[O:3][CH2:2]1. The yield is 0.830. (3) The reactants are Cl.[C@@H:2]1([N:10]2[CH:17]=[CH:16][C:14]([NH2:15])=[N:13][C:11]2=[O:12])[O:9][C@H:6]([CH2:7][OH:8])[C@@H:4]([OH:5])[CH2:3]1.C[Si](C)(C)Cl.[C:23]1([CH2:36][O:37][C:38](Cl)=[O:39])[C:35]2[CH2:34][C:33]3[C:28](=[CH:29][CH:30]=[CH:31][CH:32]=3)[C:27]=2[CH:26]=CC=1.N1C=CC=[CH:43][CH:42]=1. No catalyst specified. The product is [C:38]([NH:15][C:14]1[CH:16]=[CH:17][N:10]([C@@H:2]2[O:9][C@H:6]([CH2:7][OH:8])[C@@H:4]([OH:5])[CH2:3]2)[C:11](=[O:12])[N:13]=1)([O:37][CH2:36][CH:23]1[C:35]2[C:34](=[CH:42][CH:43]=[CH:26][CH:27]=2)[C:33]2[C:28]1=[CH:29][CH:30]=[CH:31][CH:32]=2)=[O:39]. The yield is 0.970. (4) The reactants are CO[CH:3](OC)[CH2:4][CH:5](OC)OC.Cl.[Cl:13][C:14]1[CH:23]=[C:22]([O:24][CH2:25][CH3:26])[C:21]([NH:27][NH2:28])=[CH:20][C:15]=1[C:16]([O:18][CH3:19])=[O:17]. The catalyst is CO. The product is [Cl:13][C:14]1[CH:23]=[C:22]([O:24][CH2:25][CH3:26])[C:21]([N:27]2[CH:5]=[CH:4][CH:3]=[N:28]2)=[CH:20][C:15]=1[C:16]([O:18][CH3:19])=[O:17]. The yield is 0.680. (5) The reactants are [CH3:1][C:2]1[C:3]([C:12]2[CH:13]=[CH:14][C:15]([NH2:18])=[N:16][CH:17]=2)=[CH:4][C:5]2[O:10][CH2:9][CH2:8][O:7][C:6]=2[CH:11]=1.[Cl-].[F:20][C:21]1[CH:26]=[CH:25][CH:24]=[C:23]([F:27])[CH:22]=1.[CH:28](N(C(C)C)CC)(C)C.[OH-:37].[Na+]. The catalyst is C(Cl)Cl.CN(C)C1C=CN=CC=1. The product is [F:20][C:21]1[CH:26]=[CH:25][CH:24]=[C:23]([F:27])[C:22]=1[C:28]([NH:18][C:15]1[CH:14]=[CH:13][C:12]([C:3]2[C:2]([CH3:1])=[CH:11][C:6]3[O:7][CH2:8][CH2:9][O:10][C:5]=3[CH:4]=2)=[CH:17][N:16]=1)=[O:37]. The yield is 0.400. (6) The reactants are [N:1]1[CH:6]=[CH:5][CH:4]=[C:3]([CH:7]([NH2:9])[CH3:8])[CH:2]=1.[CH3:10][O:11][C:12]1[C:17]([C:18]2[CH:23]=[CH:22][C:21]([O:24][CH3:25])=[CH:20][CH:19]=2)=[CH:16][C:15]([CH:26]=O)=[CH:14][CH:13]=1.C(O[BH-](OC(=O)C)OC(=O)C)(=O)C.[Na+]. The catalyst is ClC(Cl)C. The product is [CH3:10][O:11][C:12]1[C:17]([C:18]2[CH:23]=[CH:22][C:21]([O:24][CH3:25])=[CH:20][CH:19]=2)=[CH:16][C:15]([CH2:26][NH:9][CH:7]([C:3]2[CH:2]=[N:1][CH:6]=[CH:5][CH:4]=2)[CH3:8])=[CH:14][CH:13]=1. The yield is 0.500. (7) The reactants are [Br:1][C:2]1[CH:11]=[CH:10][C:5]([C:6]([NH:8][CH3:9])=[O:7])=[C:4]([CH2:12]O)[CH:3]=1.CN1CCN(C)C1=O.C([Mg]Cl)(C)C. The catalyst is CCOC(C)=O. The product is [Br:1][C:2]1[CH:3]=[C:4]2[C:5](=[CH:10][CH:11]=1)[C:6](=[O:7])[N:8]([CH3:9])[CH2:12]2. The yield is 0.573. (8) The reactants are F[C:2]1[CH:16]=[CH:15][C:5]([C:6]([C:8]2[CH:13]=[CH:12][C:11]([F:14])=[CH:10][CH:9]=2)=O)=[CH:4][CH:3]=1.[NH:17]1[CH2:22][CH2:21][NH:20][CH2:19][CH2:18]1.C(=O)(O)O.[Na].C([SiH](CC)CC)C.S(=O)(=O)(O)O.[OH-].[Na+]. The catalyst is FC(F)(F)C(O)=O.C(N(CC)CC)C.C(#N)C. The product is [F:14][C:11]1[CH:12]=[CH:13][C:8]([CH2:6][C:5]2[CH:15]=[CH:16][C:2]([N:17]3[CH2:22][CH2:21][NH:20][CH2:19][CH2:18]3)=[CH:3][CH:4]=2)=[CH:9][CH:10]=1. The yield is 0.580.